Dataset: Forward reaction prediction with 1.9M reactions from USPTO patents (1976-2016). Task: Predict the product of the given reaction. (1) Given the reactants Cl[C:2]1[N:7]=[C:6]([Cl:8])[N:5]=[C:4]([O:9][CH2:10][C@H:11]2[CH2:13][C@H:12]2[C:14]#[N:15])[N:3]=1.Cl.Cl.[NH:18]1[CH2:23][CH2:22][CH:21]([C:24]2[C:32]3[C:27](=[N:28][CH:29]=[CH:30][CH:31]=3)[NH:26][N:25]=2)[CH2:20][CH2:19]1.CCN(C(C)C)C(C)C.CO, predict the reaction product. The product is: [Cl:8][C:6]1[N:7]=[C:2]([N:18]2[CH2:19][CH2:20][CH:21]([C:24]3[C:32]4[C:27](=[N:28][CH:29]=[CH:30][CH:31]=4)[NH:26][N:25]=3)[CH2:22][CH2:23]2)[N:3]=[C:4]([O:9][CH2:10][C@H:11]2[CH2:13][C@H:12]2[C:14]#[N:15])[N:5]=1. (2) Given the reactants [CH:1]1([CH2:5][O:6][C:7]2[C:12]3[C:13]([O:16][CH2:17][CH:18]4[CH2:23][CH2:22][NH:21][CH2:20][CH2:19]4)=[N:14][O:15][C:11]=3[CH:10]=[CH:9][CH:8]=2)[CH2:4][CH2:3][CH2:2]1.[CH3:24][C:25]([CH3:32])([CH:30]=O)[C:26]([O:28][CH3:29])=[O:27].C(C1(C(OC)=O)CCC1)=O, predict the reaction product. The product is: [CH:1]1([CH2:5][O:6][C:7]2[C:12]3[C:13]([O:16][CH2:17][CH:18]4[CH2:19][CH2:20][N:21]([CH2:24][C:25]([CH3:32])([CH3:30])[C:26]([O:28][CH3:29])=[O:27])[CH2:22][CH2:23]4)=[N:14][O:15][C:11]=3[CH:10]=[CH:9][CH:8]=2)[CH2:2][CH2:3][CH2:4]1. (3) Given the reactants Cl.[C:2]([NH:6][OH:7])([CH3:5])([CH3:4])[CH3:3].[CH:8]([C:10]1[CH:18]=[C:17]([O:19][CH3:20])[CH:16]=[C:15]([O:21][CH3:22])[C:11]=1[C:12]([OH:14])=[O:13])=O, predict the reaction product. The product is: [C:2]([N+:6]([O-:7])=[CH:8][C:10]1[CH:18]=[C:17]([O:19][CH3:20])[CH:16]=[C:15]([O:21][CH3:22])[C:11]=1[C:12]([OH:14])=[O:13])([CH3:5])([CH3:4])[CH3:3]. (4) The product is: [F:20][C:21]1[CH:22]=[C:23]([CH2:29][CH:30]([CH3:36])[C:31]([OH:33])=[O:32])[CH:24]=[C:25]([F:28])[C:26]=1[O:15][CH2:14][C:13]1[C:9]([C:3]2[CH:4]=[CH:5][C:6]([CH3:8])=[CH:7][C:2]=2[F:1])=[N:10][S:11][C:12]=1[C:16]([F:19])([F:17])[F:18]. Given the reactants [F:1][C:2]1[CH:7]=[C:6]([CH3:8])[CH:5]=[CH:4][C:3]=1[C:9]1[C:13]([CH2:14][OH:15])=[C:12]([C:16]([F:19])([F:18])[F:17])[S:11][N:10]=1.[F:20][C:21]1[CH:22]=[C:23]([CH2:29][CH:30]([CH3:36])[C:31]([O:33]CC)=[O:32])[CH:24]=[C:25]([F:28])[C:26]=1O, predict the reaction product. (5) Given the reactants [F:1][C:2]1[C:11]([NH:12][S:13]([C:16]2[CH:21]=[CH:20][C:19]([NH:22]C(=O)C(F)(F)F)=[CH:18][C:17]=2[CH2:29][C:30](OC)=[O:31])(=[O:15])=[O:14])=[CH:10][C:5]2[B:6]([OH:9])[O:7][CH2:8][C:4]=2[CH:3]=1.[OH-].[NH3:35], predict the reaction product. The product is: [NH2:22][C:19]1[CH:20]=[CH:21][C:16]([S:13](=[O:14])(=[O:15])[NH:12][C:11]2[C:2]([F:1])=[CH:3][C:4]3[CH2:8][O:7][B:6]([OH:9])[C:5]=3[CH:10]=2)=[C:17]([CH2:29][C:30]([NH2:35])=[O:31])[CH:18]=1. (6) Given the reactants [NH2:1][C:2]1[C:3]([C:19]#[N:20])=[N:4][C:5]([C:9]2[CH:14]=[CH:13][CH:12]=[C:11]([C:15]([F:18])([F:17])[F:16])[CH:10]=2)=[CH:6][C:7]=1[NH2:8].[Cl:21][CH2:22][C:23](OCC)(OCC)OCC.[O-]S(C(F)(F)F)(=O)=O.[Yb+3].[O-]S(C(F)(F)F)(=O)=O.[O-]S(C(F)(F)F)(=O)=O, predict the reaction product. The product is: [Cl:21][CH2:22][C:23]1[NH:8][C:7]2[CH:6]=[C:5]([C:9]3[CH:14]=[CH:13][CH:12]=[C:11]([C:15]([F:18])([F:16])[F:17])[CH:10]=3)[N:4]=[C:3]([C:19]#[N:20])[C:2]=2[N:1]=1. (7) Given the reactants [C:1]([O:5][C:6]([NH:8][CH2:9][C@H:10]1[CH2:15][CH2:14][C@H:13]([C:16]([NH:18][C@H:19]([C:37](=[O:50])[NH:38][C:39]2[CH:44]=[CH:43][C:42]([C:45]3[NH:49][N:48]=[N:47][N:46]=3)=[CH:41][CH:40]=2)[CH2:20][C:21]2[CH:22]=[CH:23][C:24]([CH3:36])=[C:25]([C:27]3[CH:32]=[CH:31][CH:30]=[C:29]([C:33](O)=[O:34])[CH:28]=3)[CH:26]=2)=[O:17])[CH2:12][CH2:11]1)=[O:7])([CH3:4])([CH3:3])[CH3:2].[NH2:51][CH:52]1[CH:57]2[CH:53]1[CH2:54][N:55]([C:58]([O:60][C:61]([CH3:64])([CH3:63])[CH3:62])=[O:59])[CH2:56]2.F[P-](F)(F)(F)(F)F.CN(C(ON1C2=NC=CC=C2N=N1)=[N+](C)C)C.C(N(CC)C(C)C)(C)C, predict the reaction product. The product is: [C:1]([O:5][C:6]([NH:8][CH2:9][C@H:10]1[CH2:15][CH2:14][C@H:13]([C:16]([NH:18][C@H:19]([C:37](=[O:50])[NH:38][C:39]2[CH:44]=[CH:43][C:42]([C:45]3[NH:49][N:48]=[N:47][N:46]=3)=[CH:41][CH:40]=2)[CH2:20][C:21]2[CH:22]=[CH:23][C:24]([CH3:36])=[C:25]([C:27]3[CH:32]=[CH:31][CH:30]=[C:29]([C:33]([NH:51][CH:52]4[CH:57]5[CH:53]4[CH2:54][N:55]([C:58]([O:60][C:61]([CH3:64])([CH3:63])[CH3:62])=[O:59])[CH2:56]5)=[O:34])[CH:28]=3)[CH:26]=2)=[O:17])[CH2:12][CH2:11]1)=[O:7])([CH3:4])([CH3:2])[CH3:3]. (8) The product is: [OH:25][C:5]1[C:6]2[C:11](=[CH:10][CH:9]=[CH:8][CH:7]=2)[C:12]([CH2:20][CH2:21][CH:22]([CH3:23])[CH3:24])([CH2:15][CH2:16][CH:17]([CH3:18])[CH3:19])[C:13](=[O:14])[C:4]=1[C:3]1[NH:68][C:69]2[CH:74]=[CH:73][C:72]([NH:62][S:59]([CH3:58])(=[O:61])=[O:60])=[CH:71][C:70]=2[S:83](=[O:85])(=[O:84])[N:86]=1. Given the reactants CS[C:3](SC)=[C:4]1[C:13](=[O:14])[C:12]([CH2:20][CH2:21][CH:22]([CH3:24])[CH3:23])([CH2:15][CH2:16][CH:17]([CH3:19])[CH3:18])[C:11]2[C:6](=[CH:7][CH:8]=[CH:9][CH:10]=2)[C:5]1=[O:25].CSC(SC)=C1C(=O)C(CCCC)(CCCC)C2C(=CC=CC=2)C1=O.NC1SC=C([NH:62][S:59]([CH3:58])(=[O:61])=[O:60])[C:58]=1[S:59]([NH2:62])(=[O:61])=[O:60].[NH2:68][C:69]1[CH:74]=[CH:73][C:72](OCC2C=CC=CC=2)=[CH:71][C:70]=1[S:83]([NH2:86])(=[O:85])=[O:84], predict the reaction product. (9) Given the reactants [Br:1][C:2]1[CH:7]=[CH:6][C:5]([CH2:8][CH2:9][NH:10][C:11]([C:13]2[CH:14]=[CH:15][C:16]3[CH2:17][C@H:18]4[N:30]([CH3:31])[CH2:29][CH2:28][C@:24]56[C:25]=3[C:26]=2[O:27][C@H:23]5[C:22](=[O:32])[CH2:21][CH2:20][C@@:19]46[OH:33])=[O:12])=[CH:4][CH:3]=1.[Cl-].[NH4+], predict the reaction product. The product is: [Br:1][C:2]1[CH:7]=[CH:6][C:5]([CH2:8][CH2:9][NH:10][C:11]([C:13]2[CH:14]=[CH:15][C:16]3[CH2:17][C@H:18]4[N:30]([CH3:31])[CH2:29][CH2:28][C@@:24]5([C:25]=3[C:26]=2[OH:27])[C@@:19]4([OH:33])[CH2:20][CH2:21][C:22](=[O:32])[CH2:23]5)=[O:12])=[CH:4][CH:3]=1. (10) Given the reactants [CH3:1][O:2][C:3]([C:5]1[C:10]([Cl:11])=[C:9]([NH:12][CH2:13][C:14]2[O:15][CH:16]=[CH:17][CH:18]=2)[CH:8]=[C:7](Cl)[N:6]=1)=[O:4].[Cl:20][C:21]1[CH:26]=[CH:25][C:24](B2OCCCO2)=[C:23]([F:33])[C:22]=1[O:34][CH3:35].[F-].[Cs+].C(COC)OC, predict the reaction product. The product is: [CH3:1][O:2][C:3]([C:5]1[C:10]([Cl:11])=[C:9]([NH:12][CH2:13][C:14]2[O:15][CH:16]=[CH:17][CH:18]=2)[CH:8]=[C:7]([C:24]2[CH:25]=[CH:26][C:21]([Cl:20])=[C:22]([O:34][CH3:35])[C:23]=2[F:33])[N:6]=1)=[O:4].